Dataset: Reaction yield outcomes from USPTO patents with 853,638 reactions. Task: Predict the reaction yield, written as a fraction of the theoretical maximum amount of product (1.0 means a 100% yield; for example, 0.34 means a 34% yield). (1) The reactants are [F:1][C:2]1[CH:34]=[CH:33][CH:32]=[C:31]([F:35])[C:3]=1[C:4]([NH:6][C:7]1[C:8]([C:12]2[NH:13][C:14]([C:19]3[CH:24]=[CH:23][C:22]([N:25]4[CH2:30][CH2:29][O:28][CH2:27][CH2:26]4)=[CH:21][CH:20]=3)=[C:15]([CH:17]=[O:18])[N:16]=2)=[N:9][NH:10][CH:11]=1)=[O:5].[BH4-].[Na+]. The catalyst is C(O)C. The product is [F:1][C:2]1[CH:34]=[CH:33][CH:32]=[C:31]([F:35])[C:3]=1[C:4]([NH:6][C:7]1[C:8]([C:12]2[NH:13][C:14]([C:19]3[CH:24]=[CH:23][C:22]([N:25]4[CH2:26][CH2:27][O:28][CH2:29][CH2:30]4)=[CH:21][CH:20]=3)=[C:15]([CH2:17][OH:18])[N:16]=2)=[N:9][NH:10][CH:11]=1)=[O:5]. The yield is 0.310. (2) The reactants are Br[C:2]1[CH:7]=[CH:6][C:5]([O:8][CH2:9][CH2:10][CH2:11][CH2:12][CH2:13][CH2:14][CH3:15])=[CH:4][CH:3]=1.[CH3:16][N:17]1C(=O)CCC1. The catalyst is [C-]#N.[Zn+2].[C-]#N.[Pd].C1(P(C2C=CC=CC=2)C2C=CC=CC=2)C=CC=CC=1.C1(P(C2C=CC=CC=2)C2C=CC=CC=2)C=CC=CC=1.C1(P(C2C=CC=CC=2)C2C=CC=CC=2)C=CC=CC=1.C1(P(C2C=CC=CC=2)C2C=CC=CC=2)C=CC=CC=1. The product is [CH2:9]([O:8][C:5]1[CH:6]=[CH:7][C:2]([C:16]#[N:17])=[CH:3][CH:4]=1)[CH2:10][CH2:11][CH2:12][CH2:13][CH2:14][CH3:15]. The yield is 0.730. (3) The reactants are [CH3:1][NH:2][C:3]1[CH:8]=[CH:7][C:6]([O:9][CH2:10][C:11]2[CH:16]=[CH:15][CH:14]=[CH:13][CH:12]=2)=[CH:5][C:4]=1[F:17].[H-].[Na+].[F:20][C:21]1[CH:26]=[CH:25][C:24]([N:27]=[C:28]=[O:29])=[CH:23][CH:22]=1.O. The catalyst is CN(C)C=O.C(OCC)(=O)C. The product is [CH2:10]([O:9][C:6]1[CH:7]=[CH:8][C:3]([N:2]([CH3:1])[C:28]([NH:27][C:24]2[CH:25]=[CH:26][C:21]([F:20])=[CH:22][CH:23]=2)=[O:29])=[C:4]([F:17])[CH:5]=1)[C:11]1[CH:12]=[CH:13][CH:14]=[CH:15][CH:16]=1. The yield is 0.217. (4) The reactants are [C:1]([O:5][C:6](=[O:25])[N:7]([CH2:9][C:10]1[CH:14]=[C:13](Br)[N:12]([S:16]([C:19]2[CH:20]=[N:21][CH:22]=[CH:23][CH:24]=2)(=[O:18])=[O:17])[CH:11]=1)[CH3:8])([CH3:4])([CH3:3])[CH3:2].[Cl:26][C:27]1[C:32](B(O)O)=[CH:31][CH:30]=[CH:29][N:28]=1.C(=O)([O-])O.[Na+].COCCOC. The catalyst is C1C=CC([P]([Pd]([P](C2C=CC=CC=2)(C2C=CC=CC=2)C2C=CC=CC=2)([P](C2C=CC=CC=2)(C2C=CC=CC=2)C2C=CC=CC=2)[P](C2C=CC=CC=2)(C2C=CC=CC=2)C2C=CC=CC=2)(C2C=CC=CC=2)C2C=CC=CC=2)=CC=1.O. The product is [C:1]([O:5][C:6](=[O:25])[N:7]([CH2:9][C:10]1[CH:14]=[C:13]([C:32]2[C:27]([Cl:26])=[N:28][CH:29]=[CH:30][CH:31]=2)[N:12]([S:16]([C:19]2[CH:20]=[N:21][CH:22]=[CH:23][CH:24]=2)(=[O:18])=[O:17])[CH:11]=1)[CH3:8])([CH3:4])([CH3:3])[CH3:2]. The yield is 0.600. (5) The reactants are [CH2:1]([O:3][CH2:4][CH2:5][O:6][C:7]1[CH:12]=[C:11]([CH3:13])[C:10]([C:14]2[CH:19]=[CH:18][CH:17]=[C:16]([CH2:20][NH:21][C:22]3[CH:27]=[CH:26][C:25]([CH2:28][C:29]([F:36])([F:35])[C:30]([O:32]CC)=[O:31])=[CH:24][CH:23]=3)[CH:15]=2)=[C:9]([CH3:37])[CH:8]=1)[CH3:2].O1CCCC1.O.[OH-].[Li+].Cl. The catalyst is O.C(O)C. The product is [CH2:1]([O:3][CH2:4][CH2:5][O:6][C:7]1[CH:8]=[C:9]([CH3:37])[C:10]([C:14]2[CH:19]=[CH:18][CH:17]=[C:16]([CH2:20][NH:21][C:22]3[CH:23]=[CH:24][C:25]([CH2:28][C:29]([F:35])([F:36])[C:30]([OH:32])=[O:31])=[CH:26][CH:27]=3)[CH:15]=2)=[C:11]([CH3:13])[CH:12]=1)[CH3:2]. The yield is 0.660. (6) The reactants are [F:1][C:2]1[CH:7]=[CH:6][CH:5]=[CH:4][C:3]=1[C:8]1[N:9]=[N:10][N:11]([CH3:27])[C:12]=1[C:13]1[N:14]=[CH:15][N:16]([C:18]2[CH:26]=[CH:25][C:21]([C:22]([OH:24])=O)=[CH:20][N:19]=2)[CH:17]=1.[CH:28]1([NH2:31])[CH2:30][CH2:29]1. No catalyst specified. The product is [CH:28]1([NH:31][C:22](=[O:24])[C:21]2[CH:25]=[CH:26][C:18]([N:16]3[CH:17]=[C:13]([C:12]4[N:11]([CH3:27])[N:10]=[N:9][C:8]=4[C:3]4[CH:4]=[CH:5][CH:6]=[CH:7][C:2]=4[F:1])[N:14]=[CH:15]3)=[N:19][CH:20]=2)[CH2:30][CH2:29]1. The yield is 0.560. (7) The reactants are [NH:1]1[C:9]2[C:4](=[CH:5][CH:6]=[CH:7][CH:8]=2)[C:3](/[CH:10]=[CH:11]/[C:12]2[CH:17]=[CH:16][CH:15]=[CH:14][C:13]=2[NH2:18])=[N:2]1.C([N:27]=[C:28]=[S:29])(=O)C1C=CC=CC=1.O. The catalyst is CC(C)=O. The product is [NH:1]1[C:9]2[C:4](=[CH:5][CH:6]=[CH:7][CH:8]=2)[C:3](/[CH:10]=[CH:11]/[C:12]2[CH:17]=[CH:16][CH:15]=[CH:14][C:13]=2[NH:18][C:28]([NH2:27])=[S:29])=[N:2]1. The yield is 0.720. (8) The reactants are [C:1]([NH:5][C:6]1[C:15]2[CH:14]=[CH:13][CH:12]=[C:11]([C:16]([NH:18][C:19]3[CH:24]=[C:23]([C:25](=[O:37])[NH:26][C:27]4[CH:32]=[CH:31][CH:30]=[C:29](C(F)(F)F)[CH:28]=4)[CH:22]=[CH:21][C:20]=3[CH3:38])=[O:17])[C:10]=2[CH:9]=[CH:8][N:7]=1)([CH3:4])([CH3:3])[CH3:2].NC1C=CC=CC=1. No catalyst specified. The product is [C:1]([NH:5][C:6]1[C:15]2[CH:14]=[CH:13][CH:12]=[C:11]([C:16]([NH:18][C:19]3[CH:24]=[C:23]([C:25](=[O:37])[NH:26][C:27]4[CH:28]=[CH:29][CH:30]=[CH:31][CH:32]=4)[CH:22]=[CH:21][C:20]=3[CH3:38])=[O:17])[C:10]=2[CH:9]=[CH:8][N:7]=1)([CH3:4])([CH3:3])[CH3:2]. The yield is 0.0300. (9) The reactants are [Cl:1][C:2]1[CH:3]=[C:4]([C:9]2([CH3:22])[CH2:14][C:13](=[O:15])[N:12]([CH3:16])[C:11]([N:17]=CN(C)C)=[N:10]2)[CH:5]=[CH:6][C:7]=1[Cl:8].N.C(#N)C.O.C(O)(C(F)(F)F)=O. The catalyst is CO. The product is [NH2:17][C:11]1[N:12]([CH3:16])[C:13](=[O:15])[CH2:14][C:9]([C:4]2[CH:5]=[CH:6][C:7]([Cl:8])=[C:2]([Cl:1])[CH:3]=2)([CH3:22])[N:10]=1. The yield is 0.220.